This data is from Forward reaction prediction with 1.9M reactions from USPTO patents (1976-2016). The task is: Predict the product of the given reaction. (1) Given the reactants [Cl:1][C:2]([N:4]1[C@H:9]([CH3:10])[CH2:8][N:7](C(OC(C)(C)C)=O)[CH2:6][C@@H:5]1[CH3:18])=[O:3].[CH2:19](Cl)[C:20]1[CH:25]=[CH:24][CH:23]=[CH:22][CH:21]=1.[F:27][C:28]1[CH:35]=[CH:34][C:33]([OH:36])=[CH:32][C:29]=1[CH2:30][OH:31], predict the reaction product. The product is: [ClH:1].[CH3:10][C@H:9]1[CH2:8][NH:7][CH2:6][C@@H:5]([CH3:18])[N:4]1[C:2]([O:31][CH2:30][C:29]1[CH:32]=[C:33]([O:36][CH2:19][C:20]2[CH:25]=[CH:24][CH:23]=[CH:22][CH:21]=2)[CH:34]=[CH:35][C:28]=1[F:27])=[O:3]. (2) Given the reactants [CH3:1][O:2][C:3]([C:5]1[C:6]2[CH:7]=[N:8][NH:9][C:10]=2[CH:11]=[CH:12][CH:13]=1)=[O:4].[CH3:14][C:15]1[N:16]=[CH:17][C:18]([CH2:21]OS(C)(=O)=O)=[N:19][CH:20]=1, predict the reaction product. The product is: [CH3:1][O:2][C:3]([C:5]1[C:6]2[C:10]([CH:11]=[CH:12][CH:13]=1)=[N:9][N:8]([CH2:14][C:15]1[CH:20]=[N:19][C:18]([CH3:21])=[CH:17][N:16]=1)[CH:7]=2)=[O:4]. (3) Given the reactants [CH3:1][O:2][C:3]1[CH:8]=[CH:7][CH:6]=[CH:5][C:4]=1[C:9]1[C:17]2[C:12](=[N:13][CH:14]=[C:15]([C:18]3[CH:19]=[C:20]([CH:24]=[CH:25][CH:26]=3)[C:21](O)=[O:22])[N:16]=2)[NH:11][CH:10]=1.CCN=C=NCCCN(C)C.Cl.CN(C(ON1N=NC2C=CC=CC1=2)=[N+](C)C)C.F[P-](F)(F)(F)(F)F.C(N(C(C)C)CC)(C)C.[CH3:72][N:73]([CH3:82])[CH2:74][CH2:75][N:76]1[CH2:81][CH2:80][NH:79][CH2:78][CH2:77]1, predict the reaction product. The product is: [CH3:72][N:73]([CH3:82])[CH2:74][CH2:75][N:76]1[CH2:81][CH2:80][N:79]([C:21]([C:20]2[CH:24]=[CH:25][CH:26]=[C:18]([C:15]3[N:16]=[C:17]4[C:9]([C:4]5[CH:5]=[CH:6][CH:7]=[CH:8][C:3]=5[O:2][CH3:1])=[CH:10][NH:11][C:12]4=[N:13][CH:14]=3)[CH:19]=2)=[O:22])[CH2:78][CH2:77]1. (4) Given the reactants [N+:1]([C:4]1[C:9]2[NH:10][C:11]([CH2:20][NH:21][C:22](=[O:24])[CH3:23])([C:14]3[CH:19]=[CH:18][CH:17]=[CH:16][N:15]=3)[CH2:12][O:13][C:8]=2[CH:7]=[CH:6][CH:5]=1)([O-])=O.[H][H], predict the reaction product. The product is: [NH2:1][C:4]1[C:9]2[NH:10][C:11]([CH2:20][NH:21][C:22](=[O:24])[CH3:23])([C:14]3[CH:19]=[CH:18][CH:17]=[CH:16][N:15]=3)[CH2:12][O:13][C:8]=2[CH:7]=[CH:6][CH:5]=1. (5) Given the reactants [CH3:1][C:2]1[NH:3][C:4]2[C:9]([CH:10]=1)=[CH:8][CH:7]=[CH:6][CH:5]=2.C([Li])CCC.[CH3:16][C:17]([CH3:20])([O-])[CH3:18].[K+].BrCC(C)=C, predict the reaction product. The product is: [CH3:18][C:17]([CH2:20][CH2:1][C:2]1[NH:3][C:4]2[C:9]([CH:10]=1)=[CH:8][CH:7]=[CH:6][CH:5]=2)=[CH2:16]. (6) Given the reactants [CH2:1]1[C:10]2[C:5](=[CH:6][CH:7]=[CH:8][CH:9]=2)[CH2:4][CH2:3][N:2]1[C:11](Cl)=[O:12].C([O:16][C:17]([C@@:19]12[CH2:37][C@H:36]1[CH:35]=[CH:34][CH2:33][CH2:32][CH2:31][CH2:30][CH2:29][C@H:28]([NH:38][C:39]([O:41][C:42]([CH3:45])([CH3:44])[CH3:43])=[O:40])[C:27](=[O:46])[N:26]1[C@@H:22]([CH2:23][C@@H:24]([NH2:47])[CH2:25]1)[C:21](=[O:48])[NH:20]2)=[O:18])C.CCN(C(C)C)C(C)C.[OH-].[Li+], predict the reaction product. The product is: [C:42]([O:41][C:39]([NH:38][C@@H:28]1[C:27](=[O:46])[N:26]2[C@@H:22]([CH2:23][C@@H:24]([NH:47][C:11]([N:2]3[CH2:3][CH2:4][C:5]4[C:10](=[CH:9][CH:8]=[CH:7][CH:6]=4)[CH2:1]3)=[O:12])[CH2:25]2)[C:21](=[O:48])[NH:20][C@@:19]2([C:17]([OH:18])=[O:16])[C@@H:36]([CH2:37]2)[CH:35]=[CH:34][CH2:33][CH2:32][CH2:31][CH2:30][CH2:29]1)=[O:40])([CH3:45])([CH3:43])[CH3:44]. (7) Given the reactants [Cl:1][C:2]1[CH:7]=[CH:6][CH:5]=[CH:4][C:3]=1[C:8]1[CH:17]=[C:16]([CH2:18]O)[CH:15]=[C:14]2[C:9]=1[CH2:10][NH:11][C:12](=[O:28])[N:13]2[C:20]1[C:25]([Cl:26])=[CH:24][CH:23]=[CH:22][C:21]=1[Cl:27].C1(P(C2C=CC=CC=2)C2C=CC=CC=2)C=CC=CC=1.C(Br)(Br)(Br)[Br:49], predict the reaction product. The product is: [Br:49][CH2:18][C:16]1[CH:15]=[C:14]2[C:9]([CH2:10][NH:11][C:12](=[O:28])[N:13]2[C:20]2[C:25]([Cl:26])=[CH:24][CH:23]=[CH:22][C:21]=2[Cl:27])=[C:8]([C:3]2[CH:4]=[CH:5][CH:6]=[CH:7][C:2]=2[Cl:1])[CH:17]=1. (8) Given the reactants Br[C:2]1[CH:7]=[C:6]([CH3:8])[CH:5]=[CH:4][N:3]=1.C1COCC1.[Br:14][C:15]1[CH:20]=[CH:19][C:18](I)=[CH:17][CH:16]=1.C(N(CC(O)=O)CC(O)=O)CN(CC(O)=O)CC(O)=O, predict the reaction product. The product is: [Br:14][C:15]1[CH:20]=[CH:19][C:18]([C:2]2[CH:7]=[C:6]([CH3:8])[CH:5]=[CH:4][N:3]=2)=[CH:17][CH:16]=1. (9) Given the reactants [CH:1](NC(C)C)(C)C.C([Li])CCC.[CH3:13][O:14][C:15]1[CH:23]=[CH:22][C:18]([C:19]([OH:21])=[O:20])=[C:17]([CH3:24])[CH:16]=1.C=O, predict the reaction product. The product is: [CH3:13][O:14][C:15]1[CH:16]=[C:17]2[C:18](=[CH:22][CH:23]=1)[C:19](=[O:21])[O:20][CH2:1][CH2:24]2. (10) The product is: [CH3:1][O:2][C:3](=[O:23])[C:4]1[CH:9]=[CH:8][CH:7]=[C:6]([O:10][C@@H:11]([C:13]([OH:15])=[O:14])[CH3:12])[CH:5]=1. Given the reactants [CH3:1][O:2][C:3](=[O:23])[C:4]1[CH:9]=[CH:8][CH:7]=[C:6]([O:10][C@@H:11]([C:13]([O:15]CC2C=CC=CC=2)=[O:14])[CH3:12])[CH:5]=1, predict the reaction product.